Dataset: Forward reaction prediction with 1.9M reactions from USPTO patents (1976-2016). Task: Predict the product of the given reaction. (1) Given the reactants [OH:1][C@H:2]([C:41]1[CH:46]=[CH:45][CH:44]=[CH:43][CH:42]=1)[C@H:3]1[CH2:7][CH2:6][C@@H:5]([CH2:8][C:9]2[CH:14]=[CH:13][C:12]([C:15]([N:17]3[CH:23]4[CH2:24][CH2:25][CH:18]3[CH:19]3[N:26]([CH2:27][C:28]5[CH:33]=[CH:32][CH:31]=[CH:30][N:29]=5)[CH:22]4[CH2:21][CH2:20]3)=[O:16])=[CH:11][CH:10]=2)[N:4]1C(OC(C)(C)C)=O.O, predict the reaction product. The product is: [C:41]1([C@H:2]([C@H:3]2[CH2:7][CH2:6][C@@H:5]([CH2:8][C:9]3[CH:14]=[CH:13][C:12]([C:15]([N:17]4[CH:18]5[CH2:25][CH2:24][CH:23]4[CH:22]4[N:26]([CH2:27][C:28]6[CH:33]=[CH:32][CH:31]=[CH:30][N:29]=6)[CH:19]5[CH2:20][CH2:21]4)=[O:16])=[CH:11][CH:10]=3)[NH:4]2)[OH:1])[CH:46]=[CH:45][CH:44]=[CH:43][CH:42]=1. (2) Given the reactants [CH3:1][C:2]1[CH:3]=[C:4]([CH:7]=[CH:8][C:9]=1[N+:10]([O-:12])=[O:11])[CH2:5]Cl.[F:13][C:14]([F:25])([F:24])[C:15]1[CH:19]=[C:18]([C:20]([F:23])([F:22])[F:21])[NH:17][N:16]=1.C(=O)([O-])[O-].[K+].[K+].O, predict the reaction product. The product is: [CH3:1][C:2]1[CH:3]=[C:4]([CH:7]=[CH:8][C:9]=1[N+:10]([O-:12])=[O:11])[CH2:5][N:16]1[C:15]([C:14]([F:13])([F:25])[F:24])=[CH:19][C:18]([C:20]([F:21])([F:22])[F:23])=[N:17]1. (3) Given the reactants [CH3:1][CH2:2][CH2:3][CH2:4][Sn:5]([CH2:10][CH2:11][CH2:12][CH3:13])[CH2:6][CH2:7][CH2:8][CH3:9].[CH3:13][CH2:12][CH2:11][CH2:10][Sn:5]([CH2:6][CH2:7][CH2:8][CH3:9])[CH2:4][CH2:3][CH2:2][CH3:1], predict the reaction product. The product is: [CH2:10]([Sn:5]([CH2:4][CH2:3][CH2:2][CH3:1])[CH2:6][CH2:7][CH2:8][CH3:9])[CH2:11][CH2:12][CH3:13]. (4) Given the reactants [N:1]1[CH:6]=[CH:5][CH:4]=[CH:3][C:2]=1[C:7]([CH:9]=O)=O.C(=O)(O)O.[NH2:15][NH:16][C:17]([NH2:19])=[NH:18], predict the reaction product. The product is: [N:1]1[CH:6]=[CH:5][CH:4]=[CH:3][C:2]=1[C:7]1[N:18]=[C:17]([NH2:19])[N:16]=[N:15][CH:9]=1. (5) Given the reactants Br[C:2]1[C:17]([O:18][CH2:19][C@@H:20]([NH:25][C:26](=[O:32])[O:27][C:28]([CH3:31])([CH3:30])[CH3:29])[CH2:21][CH:22]([CH3:24])[CH3:23])=[CH:16][C:5]2[N:6]([CH3:15])[C:7](=[O:14])[C:8]3[C:13]([C:4]=2[CH:3]=1)=[CH:12][CH:11]=[N:10][CH:9]=3.[CH3:33]B1OB(C)OB(C)O1.C([O-])([O-])=O.[Cs+].[Cs+], predict the reaction product. The product is: [CH3:15][N:6]1[C:5]2[CH:16]=[C:17]([O:18][CH2:19][C@@H:20]([NH:25][C:26](=[O:32])[O:27][C:28]([CH3:30])([CH3:29])[CH3:31])[CH2:21][CH:22]([CH3:24])[CH3:23])[C:2]([CH3:33])=[CH:3][C:4]=2[C:13]2[C:8](=[CH:9][N:10]=[CH:11][CH:12]=2)[C:7]1=[O:14]. (6) Given the reactants [F:1][C:2]1[CH:3]=[C:4]([CH:8]=[C:9]([F:11])[CH:10]=1)[C:5](Cl)=[O:6].Cl.[N:13]1([CH2:19][CH:20]([N:24]2[CH:28]=[C:27]([C:29]3[C:30]4[CH:37]=[CH:36][N:35](COCC[Si](C)(C)C)[C:31]=4[N:32]=[CH:33][N:34]=3)[CH:26]=[N:25]2)[CH2:21][C:22]#[N:23])[CH2:18][CH2:17][NH:16][CH2:15][CH2:14]1.C(N(CC)CC)C.FC(F)(F)C(O)=O.C(N)CN, predict the reaction product. The product is: [F:1][C:2]1[CH:3]=[C:4]([CH:8]=[C:9]([F:11])[CH:10]=1)[C:5]([N:16]1[CH2:15][CH2:14][N:13]([CH2:19][CH:20]([N:24]2[CH:28]=[C:27]([C:29]3[C:30]4[CH:37]=[CH:36][NH:35][C:31]=4[N:32]=[CH:33][N:34]=3)[CH:26]=[N:25]2)[CH2:21][C:22]#[N:23])[CH2:18][CH2:17]1)=[O:6].